Dataset: Full USPTO retrosynthesis dataset with 1.9M reactions from patents (1976-2016). Task: Predict the reactants needed to synthesize the given product. Given the product [Cl:1][C:2]1[CH:20]=[CH:19][C:5]2[N:6]([CH3:18])[C:7](=[O:17])[CH2:8][N:9]3[C:28](=[O:29])[C@@H:27]([O:26][C:25]4[CH:31]=[CH:32][CH:33]=[C:23]([O:22][CH3:21])[CH:24]=4)[C@:10]3([C:11]3[CH:16]=[CH:15][CH:14]=[CH:13][CH:12]=3)[C:4]=2[CH:3]=1, predict the reactants needed to synthesize it. The reactants are: [Cl:1][C:2]1[CH:20]=[CH:19][C:5]2[N:6]([CH3:18])[C:7](=[O:17])[CH2:8][N:9]=[C:10]([C:11]3[CH:16]=[CH:15][CH:14]=[CH:13][CH:12]=3)[C:4]=2[CH:3]=1.[CH3:21][O:22][C:23]1[CH:24]=[C:25]([CH:31]=[CH:32][CH:33]=1)[O:26][CH2:27][C:28](O)=[O:29].